Dataset: Forward reaction prediction with 1.9M reactions from USPTO patents (1976-2016). Task: Predict the product of the given reaction. (1) Given the reactants [Si]([O:8][C@H:9]1[CH2:14][CH2:13][C@H:12]([N:15]2[CH:19]=[C:18]([CH:20]=[O:21])[N:17]=[CH:16]2)[CH2:11][CH2:10]1)(C(C)(C)C)(C)C.[F-].C([N+](CCCC)(CCCC)CCCC)CCC.[Cl-].[NH4+], predict the reaction product. The product is: [OH:8][C@H:9]1[CH2:10][CH2:11][C@H:12]([N:15]2[CH:19]=[C:18]([CH:20]=[O:21])[N:17]=[CH:16]2)[CH2:13][CH2:14]1. (2) Given the reactants [BH4-].[Na+].[C:3]([O:7][C:8]([N:10]1[CH2:15][CH2:14][CH2:13][CH:12]([C:16]([NH:18][C:19]2[CH:20]=[C:21]([C:25]3[CH:30]=[C:29]([N:31]4[CH2:36][CH2:35][O:34][CH2:33][CH2:32]4)[N:28]=[C:27]([C:37]4[O:38][C:39]([CH:42]=[O:43])=[CH:40][CH:41]=4)[N:26]=3)[CH:22]=[CH:23][CH:24]=2)=[O:17])[CH2:11]1)=[O:9])([CH3:6])([CH3:5])[CH3:4], predict the reaction product. The product is: [C:3]([O:7][C:8]([N:10]1[CH2:15][CH2:14][CH2:13][CH:12]([C:16]([NH:18][C:19]2[CH:20]=[C:21]([C:25]3[CH:30]=[C:29]([N:31]4[CH2:32][CH2:33][O:34][CH2:35][CH2:36]4)[N:28]=[C:27]([C:37]4[O:38][C:39]([CH2:42][OH:43])=[CH:40][CH:41]=4)[N:26]=3)[CH:22]=[CH:23][CH:24]=2)=[O:17])[CH2:11]1)=[O:9])([CH3:6])([CH3:4])[CH3:5]. (3) Given the reactants [Cl:1][C:2]1[N:7]=[CH:6][C:5]([OH:8])=[CH:4][C:3]=1[F:9].[C:10]([Si:14](Cl)([C:21]1[CH:26]=[CH:25][CH:24]=[CH:23][CH:22]=1)[C:15]1[CH:20]=[CH:19][CH:18]=[CH:17][CH:16]=1)([CH3:13])([CH3:12])[CH3:11].N1C=CN=C1.CN(C=O)C, predict the reaction product. The product is: [Si:14]([O:8][C:5]1[CH:4]=[C:3]([F:9])[C:2]([Cl:1])=[N:7][CH:6]=1)([C:10]([CH3:13])([CH3:12])[CH3:11])([C:21]1[CH:22]=[CH:23][CH:24]=[CH:25][CH:26]=1)[C:15]1[CH:20]=[CH:19][CH:18]=[CH:17][CH:16]=1. (4) Given the reactants [CH3:1][N:2]1[C:6]2=[N:7][CH:8]=[CH:9][C:10]([C:11]3[CH:16]=[CH:15][C:14]([C:17]([N:19]4[CH2:24][CH2:23][O:22][CH2:21][CH2:20]4)=[O:18])=[CH:13][CH:12]=3)=[C:5]2[C:4]([CH:25]=O)=[CH:3]1.[OH:27][C:28]1[C:33]2[C:34](=[O:37])[CH2:35][O:36][C:32]=2[CH:31]=[CH:30][CH:29]=1.Cl, predict the reaction product. The product is: [OH:27][C:28]1[C:33]2[C:34](=[O:37])/[C:35](=[CH:25]/[C:4]3[C:5]4[C:6](=[N:7][CH:8]=[CH:9][C:10]=4[C:11]4[CH:12]=[CH:13][C:14]([C:17]([N:19]5[CH2:24][CH2:23][O:22][CH2:21][CH2:20]5)=[O:18])=[CH:15][CH:16]=4)[N:2]([CH3:1])[CH:3]=3)/[O:36][C:32]=2[CH:31]=[CH:30][CH:29]=1. (5) Given the reactants C([O:8][CH2:9][CH2:10][O:11][C:12]1[CH:13]=[CH:14][C:15]([F:31])=[C:16]2[C:21]=1[NH:20][CH:19]=[C:18]([C:22]1[CH:27]=[CH:26][C:25]([O:28][CH3:29])=[CH:24][CH:23]=1)[C:17]2=[O:30])C1C=CC=CC=1.[H][H], predict the reaction product. The product is: [F:31][C:15]1[CH:14]=[CH:13][C:12]([O:11][CH2:10][CH2:9][OH:8])=[C:21]2[C:16]=1[C:17](=[O:30])[C:18]([C:22]1[CH:27]=[CH:26][C:25]([O:28][CH3:29])=[CH:24][CH:23]=1)=[CH:19][NH:20]2. (6) Given the reactants [Sn](Cl)(Cl)(Cl)Cl.[CH3:6][O:7][C:8]([C:10]1[O:11][CH:12]=[CH:13][C:14]=1[CH3:15])=[O:9].[C:16](OC(=O)C)(=[O:18])[CH3:17].C([O-])([O-])=O.[Na+].[Na+], predict the reaction product. The product is: [CH3:6][O:7][C:8]([C:10]1[O:11][C:12]([C:16](=[O:18])[CH3:17])=[CH:13][C:14]=1[CH3:15])=[O:9]. (7) Given the reactants C[O:2][C:3]1[CH:4]=[C:5]([NH:11][C:12](=[O:32])[C:13]2[CH:18]=[CH:17][CH:16]=[CH:15][C:14]=2[NH:19][C:20](=[O:31])[C:21]2[CH:26]=[CH:25][C:24]([C:27]([CH3:30])([CH3:29])[CH3:28])=[CH:23][CH:22]=2)[CH:6]=[C:7]([O:9][CH3:10])[CH:8]=1.B(Br)(Br)Br.C(=O)(O)[O-].[Na+], predict the reaction product. The product is: [OH:2][C:3]1[CH:4]=[C:5]([NH:11][C:12](=[O:32])[C:13]2[CH:18]=[CH:17][CH:16]=[CH:15][C:14]=2[NH:19][C:20](=[O:31])[C:21]2[CH:22]=[CH:23][C:24]([C:27]([CH3:28])([CH3:29])[CH3:30])=[CH:25][CH:26]=2)[CH:6]=[C:7]([O:9][CH3:10])[CH:8]=1.